Task: Predict the product of the given reaction.. Dataset: Forward reaction prediction with 1.9M reactions from USPTO patents (1976-2016) (1) The product is: [F:1][C:2]1[CH:3]=[C:4]([CH:16]=[CH:17][C:18]=1[F:19])[CH2:5][C:6]1[O:10][N:9]=[C:8]([C:11]([OH:13])=[O:12])[CH:7]=1. Given the reactants [F:1][C:2]1[CH:3]=[C:4]([CH:16]=[CH:17][C:18]=1[F:19])[CH2:5][C:6]1[O:10][N:9]=[C:8]([C:11]([O:13]CC)=[O:12])[CH:7]=1.C(O)C.[OH-].[Na+], predict the reaction product. (2) Given the reactants [N+:1]([C:4]1[CH:13]=[C:12]2[C:7]([CH2:8][CH2:9][CH:10]([N:14]([CH2:18][CH:19]3[CH2:24][CH2:23][NH:22][CH2:21][CH2:20]3)[CH2:15][CH2:16][CH3:17])[CH2:11]2)=[CH:6][CH:5]=1)([O-:3])=[O:2].N1C=CC=CC=1.[CH3:31][S:32](Cl)(=[O:34])=[O:33], predict the reaction product. The product is: [CH3:31][S:32]([N:22]1[CH2:21][CH2:20][CH:19]([CH2:18][N:14]([CH:10]2[CH2:9][CH2:8][C:7]3[C:12](=[CH:13][C:4]([N+:1]([O-:3])=[O:2])=[CH:5][CH:6]=3)[CH2:11]2)[CH2:15][CH2:16][CH3:17])[CH2:24][CH2:23]1)(=[O:34])=[O:33]. (3) Given the reactants [OH:1][C@@H:2]([CH2:14][N:15]1[CH2:20][CH2:19][N:18]([S:21]([C:24]2[CH:29]=[CH:28][C:27]([O:30][CH3:31])=[CH:26][CH:25]=2)(=[O:23])=[O:22])[CH2:17][CH2:16]1)[CH2:3][O:4][C:5]1[CH:10]=[CH:9][CH:8]=[C:7]([N+:11]([O-])=O)[CH:6]=1.C(Cl)(Cl)Cl.C=O.N1CCNCC1, predict the reaction product. The product is: [NH2:11][C:7]1[CH:6]=[C:5]([CH:10]=[CH:9][CH:8]=1)[O:4][CH2:3][C@@H:2]([OH:1])[CH2:14][N:15]1[CH2:16][CH2:17][N:18]([S:21]([C:24]2[CH:29]=[CH:28][C:27]([O:30][CH3:31])=[CH:26][CH:25]=2)(=[O:23])=[O:22])[CH2:19][CH2:20]1. (4) Given the reactants [CH2:1]([O:3][NH:4][C:5]([C:7]1[N:8]=[CH:9][C:10]2[N:11]([CH:22]=[N:23][CH:24]=2)[C:12]=1[NH:13][C:14]1[CH:19]=[CH:18][C:17]([I:20])=[CH:16][C:15]=1[F:21])=[O:6])[CH3:2].Cl.[CH:26]1(CON)C[CH2:27]1, predict the reaction product. The product is: [CH:2]1([CH2:1][O:3][NH:4][C:5]([C:7]2[N:8]=[CH:9][C:10]3[N:11]([CH:22]=[N:23][CH:24]=3)[C:12]=2[NH:13][C:14]2[CH:19]=[CH:18][C:17]([I:20])=[CH:16][C:15]=2[F:21])=[O:6])[CH2:27][CH2:26]1. (5) Given the reactants Br[CH2:2][C:3]1[C:4]([C:17]([F:20])([F:19])[F:18])=[N:5][C:6]([NH:9][C:10]2[CH:15]=[CH:14][CH:13]=[C:12]([Cl:16])[CH:11]=2)=[N:7][CH:8]=1.[NH3:21], predict the reaction product. The product is: [NH2:21][CH2:2][C:3]1[C:4]([C:17]([F:20])([F:19])[F:18])=[N:5][C:6]([NH:9][C:10]2[CH:15]=[CH:14][CH:13]=[C:12]([Cl:16])[CH:11]=2)=[N:7][CH:8]=1. (6) Given the reactants [Br:1][C:2]1[C:3]([OH:17])=[CH:4][C:5]2[C:6]([CH3:16])([CH3:15])[CH2:7][CH:8]=[C:9]([CH:12]([CH3:14])[CH3:13])[C:10]=2[CH:11]=1.I[CH2:19][CH2:20][CH2:21][CH2:22][CH2:23][CH3:24], predict the reaction product. The product is: [Br:1][C:2]1[CH:11]=[C:10]2[C:5](=[CH:4][C:3]=1[O:17][CH2:19][CH2:20][CH2:21][CH2:22][CH2:23][CH3:24])[C:6]([CH3:15])([CH3:16])[CH2:7][CH:8]=[C:9]2[CH:12]([CH3:13])[CH3:14].